This data is from Forward reaction prediction with 1.9M reactions from USPTO patents (1976-2016). The task is: Predict the product of the given reaction. The product is: [Cl:33][C:26]1[C:27]([OH:32])=[CH:28][CH:29]=[C:30]([F:31])[C:25]=1[NH:24][C:4](=[O:6])[C:3]1[CH:7]=[C:8]([C:11]2[CH:16]=[CH:15][CH:14]=[C:13]([F:17])[CH:12]=2)[CH:9]=[CH:10][C:2]=1[F:1]. Given the reactants [F:1][C:2]1[CH:10]=[CH:9][C:8]([C:11]2[CH:16]=[CH:15][CH:14]=[C:13]([F:17])[CH:12]=2)=[CH:7][C:3]=1[C:4]([OH:6])=O.C(Cl)(C(Cl)=O)=O.[NH2:24][C:25]1[C:26]([Cl:33])=[C:27]([OH:32])[CH:28]=[CH:29][C:30]=1[F:31].C([O-])(O)=O.[Na+], predict the reaction product.